Task: Predict the reactants needed to synthesize the given product.. Dataset: Full USPTO retrosynthesis dataset with 1.9M reactions from patents (1976-2016) (1) Given the product [CH3:1][C:2]1[C:6]([C:7]2[O:8][C:9]3[CH:15]=[CH:14][C:13]([C:16]([CH3:21])([CH3:20])[C:17]([NH:46][CH:45]([C:39]4[CH:40]=[CH:41][C:42]([CH3:44])=[CH:43][C:38]=4[CH3:37])[C:47]4[CH:48]=[CH:49][CH:50]=[CH:51][CH:52]=4)=[O:18])=[CH:12][C:10]=3[CH:11]=2)=[C:5]([CH3:22])[O:4][N:3]=1, predict the reactants needed to synthesize it. The reactants are: [CH3:1][C:2]1[C:6]([C:7]2[O:8][C:9]3[CH:15]=[CH:14][C:13]([C:16]([CH3:21])([CH3:20])[C:17](O)=[O:18])=[CH:12][C:10]=3[CH:11]=2)=[C:5]([CH3:22])[O:4][N:3]=1.C(Cl)CCl.C1C=CC2N(O)N=NC=2C=1.[CH3:37][C:38]1[CH:43]=[C:42]([CH3:44])[CH:41]=[CH:40][C:39]=1[CH:45]([C:47]1[CH:52]=[CH:51][CH:50]=[CH:49][CH:48]=1)[NH2:46]. (2) Given the product [CH2:16]([O:15][C@H:12]1[CH2:13][CH2:14][C@H:9]([NH2:8])[CH2:10][CH2:11]1)[CH2:17][CH3:18], predict the reactants needed to synthesize it. The reactants are: C(OC([NH:8][C@H:9]1[CH2:14][CH2:13][C@H:12]([O:15][CH2:16][CH:17]=[CH2:18])[CH2:11][CH2:10]1)=O)(C)(C)C. (3) Given the product [CH3:9][O:10][C:11]1[CH:20]=[C:19]([CH3:21])[CH:18]=[CH:17][C:12]=1[C:13](=[O:14])[CH2:2][C:1]#[N:3], predict the reactants needed to synthesize it. The reactants are: [C:1](#[N:3])[CH3:2].C([Li])CCC.[CH3:9][O:10][C:11]1[CH:20]=[C:19]([CH3:21])[CH:18]=[CH:17][C:12]=1[C:13](OC)=[O:14].Cl. (4) Given the product [CH3:32][C:31]1[C:26]([O:1][CH2:2][CH2:3][C@@H:4]2[CH2:6][C@@H:5]2[CH:7]2[CH2:12][CH2:11][N:10]([C:13]([O:15][CH2:16][C:17]3[CH:18]=[CH:19][CH:20]=[CH:21][CH:22]=3)=[O:14])[CH2:9][CH2:8]2)=[N:27][CH:28]=[C:29]([N+:33]([O-:35])=[O:34])[CH:30]=1, predict the reactants needed to synthesize it. The reactants are: [OH:1][CH2:2][CH2:3][C@@H:4]1[CH2:6][C@@H:5]1[CH:7]1[CH2:12][CH2:11][N:10]([C:13]([O:15][CH2:16][C:17]2[CH:22]=[CH:21][CH:20]=[CH:19][CH:18]=2)=[O:14])[CH2:9][CH2:8]1.[H-].[Na+].Cl[C:26]1[C:31]([CH3:32])=[CH:30][C:29]([N+:33]([O-:35])=[O:34])=[CH:28][N:27]=1. (5) Given the product [N+:8]([C:5]1[CH:6]=[CH:7][C:2]([O:12][CH2:11][CH2:3][CH3:2])=[C:3]([C:11]2[O:12][C:13]3[CH:19]=[CH:18][C:17]([C:20]4[CH:25]=[CH:24][CH:23]=[CH:22][CH:21]=4)=[CH:16][C:14]=3[N:15]=2)[CH:4]=1)([O-:10])=[O:9], predict the reactants needed to synthesize it. The reactants are: F[C:2]1[CH:7]=[CH:6][C:5]([N+:8]([O-:10])=[O:9])=[CH:4][C:3]=1[C:11]1[O:12][C:13]2[CH:19]=[CH:18][C:17]([C:20]3[CH:25]=[CH:24][CH:23]=[CH:22][CH:21]=3)=[CH:16][C:14]=2[N:15]=1. (6) Given the product [NH2:29][C:30]1[N:38]=[C:37]2[C:33]([N:34]=[CH:35][NH:36]2)=[C:32]([N:21]2[CH2:22][CH2:23][CH2:24][C@@H:20]2[CH2:19][O:18][C:17]2[CH:25]=[CH:26][CH:27]=[CH:28][C:16]=2[Cl:15])[N:31]=1, predict the reactants needed to synthesize it. The reactants are: C(N(CC)CC)C.FC(F)(F)C(O)=O.[Cl:15][C:16]1[CH:28]=[CH:27][CH:26]=[CH:25][C:17]=1[O:18][CH2:19][C@H:20]1[CH2:24][CH2:23][CH2:22][NH:21]1.[NH2:29][C:30]1[N:38]=[C:37]2[C:33]([N:34]=[CH:35][NH:36]2)=[C:32](Cl)[N:31]=1. (7) Given the product [C:1]([O:5][C:6]([N:8]1[CH2:12][CH2:11][CH2:10][CH:9]1[C:13](=[O:15])[NH:28][C:29]1[CH:36]=[CH:35][C:32]([C:33]#[N:34])=[CH:31][CH:30]=1)=[O:7])([CH3:2])([CH3:3])[CH3:4], predict the reactants needed to synthesize it. The reactants are: [C:1]([O:5][C:6]([N:8]1[CH2:12][CH2:11][CH2:10][CH:9]1[C:13]([OH:15])=O)=[O:7])([CH3:4])([CH3:3])[CH3:2].N1C=CC=CC=1.C(Cl)(=O)C(Cl)=O.[NH2:28][C:29]1[CH:36]=[CH:35][C:32]([C:33]#[N:34])=[CH:31][CH:30]=1.